This data is from B-cell epitopes from IEDB database with 3,159 antigens for binding position prediction. The task is: Token-level Classification. Given an antigen amino acid sequence, predict which amino acid positions are active epitope sites capable of antibody binding. Output is a list of indices for active positions. (1) Given the antigen sequence: MSTNPKPQRKTKRNTNRRPQDVKFPGGGQIVGGVYLLPRRGPRLGVRATRKTSERSQPRGRRQPIPKDRRSTGKSWGKPGYPWPLYGNEGCGWAGWLLSPRGSRPTWGPTDPRHRSRNLGKVIDTLTCGFADLMGYIPVVGAPVGGVARALAHGVRVLEDGINYATGNLPGCSFSIFLLALLSCVTVPVSAVEVRNISSSYYATNDCSNNSITWQLTNAVLHLPGCVPCENDNGTLRCWIQVTPNVAVKHRGALTHNLRTHVDMIVMAATVCSALYVGDICGAVMIASQAFIISPERHNFTQECNCSIYQGHITGHRMAWDMMLNWSPTLTMILAYAARVPELVLEVVFGGHWGVVFGLAYFSMQGAWAKVIAILLLVAGVDASTQVTGGQAAHTVRGVASIFSPGSRQDISLINTNGSWHINRTALNCNDSLQTGFFAALFYVRRFNSSGCPERLSSCRKLDDFRIGWGTLEYETNVTNEEDMRPYCWHYPPKPCGIVS..., which amino acid positions are active epitope sites? The epitope positions are: [707, 708, 709, 710, 711, 712, 713, 714, 715, 716, 717, 718, 719, 720]. The amino acids at these positions are: GLSPAITRHIVKWE. (2) Given the antigen sequence: MTTCRLLCALLALALCCCLTACTTANGGSTSSTPPSGTENKPATGEAPSQPGASSGEAEASSNKNDGSLSSSAWVSAPLALAASALAYTALG, which amino acid positions are active epitope sites? The epitope positions are: [49, 50, 51, 52, 53, 54, 55, 56, 57, 58, 59, 60, 61, 62, 63]. The amino acids at these positions are: QPGASSGEAEASSNK.